This data is from Full USPTO retrosynthesis dataset with 1.9M reactions from patents (1976-2016). The task is: Predict the reactants needed to synthesize the given product. (1) Given the product [Cl:20][C:21]1[CH:42]=[CH:41][CH:40]=[C:39]([Cl:43])[C:22]=1[C:23]([NH:25][C@H:26]([C:35]([O:37][CH3:38])=[O:36])[CH2:27][C:28]1[CH:29]=[CH:30][C:31]([O:34][C@@H:45]2[CH2:49][CH2:48][NH:47][CH2:46]2)=[CH:32][CH:33]=1)=[O:24], predict the reactants needed to synthesize it. The reactants are: C1(P(C2C=CC=CC=2)C2C=CC=CC=2)C=CC=CC=1.[Cl:20][C:21]1[CH:42]=[CH:41][CH:40]=[C:39]([Cl:43])[C:22]=1[C:23]([NH:25][C@H:26]([C:35]([O:37][CH3:38])=[O:36])[CH2:27][C:28]1[CH:33]=[CH:32][C:31]([OH:34])=[CH:30][CH:29]=1)=[O:24].O[C@H:45]1[CH2:49][CH2:48][N:47](C(OC(C)(C)C)=O)[CH2:46]1.N(C(OC(C)(C)C)=O)=NC(OC(C)(C)C)=O. (2) Given the product [O:1]1[CH2:6][CH2:5][N:4]([CH2:7][CH2:8][CH2:9][NH:10][C:11]2[N:12]=[CH:13][C:14]([NH2:17])=[CH:15][N:16]=2)[CH2:3][CH2:2]1, predict the reactants needed to synthesize it. The reactants are: [O:1]1[CH2:6][CH2:5][N:4]([CH2:7][CH2:8][CH2:9][NH:10][C:11]2[N:16]=[CH:15][C:14]([N+:17]([O-])=O)=[CH:13][N:12]=2)[CH2:3][CH2:2]1. (3) Given the product [CH2:22]([O:16][C:15](=[O:17])[CH2:14][C:3]1[CH:4]=[N:5][N:6]([C:7]2[CH:8]=[CH:9][C:10]([F:13])=[CH:11][CH:12]=2)[C:2]=1[Br:1])[CH3:23], predict the reactants needed to synthesize it. The reactants are: [Br:1][C:2]1[N:6]([C:7]2[CH:12]=[CH:11][C:10]([F:13])=[CH:9][CH:8]=2)[N:5]=[CH:4][C:3]=1[CH2:14][C:15]([OH:17])=[O:16].S(Cl)(Cl)=O.[CH2:22](O)[CH3:23]. (4) Given the product [CH:8]1([NH:12][C:13]2[N:14]=[C:15]3[CH2:38][CH2:37][N:36]([C:41]([N:40]([CH3:44])[CH3:39])=[O:42])[CH2:35][C:16]3=[N:17][C:18]=2[N:19]2[CH2:20][CH2:21][CH:22]([O:25][C:26]3[CH:31]=[CH:30][C:29]([O:32][CH3:33])=[CH:28][C:27]=3[F:34])[CH2:23][CH2:24]2)[CH2:11][CH2:10][CH2:9]1.[C:2]([OH:3])([C:4]([F:7])([F:6])[F:5])=[O:1], predict the reactants needed to synthesize it. The reactants are: [OH:1][C:2]([C:4]([F:7])([F:6])[F:5])=[O:3].[CH:8]1([NH:12][C:13]2[N:14]=[C:15]3[CH2:38][CH2:37][NH:36][CH2:35][C:16]3=[N:17][C:18]=2[N:19]2[CH2:24][CH2:23][CH:22]([O:25][C:26]3[CH:31]=[CH:30][C:29]([O:32][CH3:33])=[CH:28][C:27]=3[F:34])[CH2:21][CH2:20]2)[CH2:11][CH2:10][CH2:9]1.[CH3:39][N:40]([CH3:44])[C:41](Cl)=[O:42].C(N(CC)CC)C.